Dataset: Full USPTO retrosynthesis dataset with 1.9M reactions from patents (1976-2016). Task: Predict the reactants needed to synthesize the given product. Given the product [CH:6]1[C:7]2[C:15]([C:17]3[CH:22]=[C:21]([C:23]4[CH:28]=[CH:27][CH:26]=[CH:25][CH:24]=4)[C:20]([C:29]([O:31][CH3:32])=[O:30])=[CH:19][CH:18]=3)=[N:14][C:9]3[CH:10]=[CH:11][CH:12]=[CH:13][C:8]=3[O:1][C:2]=2[CH:3]=[CH:4][CH:5]=1, predict the reactants needed to synthesize it. The reactants are: [O:1]([C:8]1[CH:13]=[CH:12][CH:11]=[CH:10][C:9]=1[NH:14][C:15]([C:17]1[CH:22]=[C:21]([C:23]2[CH:28]=[CH:27][CH:26]=[CH:25][CH:24]=2)[C:20]([C:29]([O-:31])=[O:30])=[CH:19][CH:18]=1)=O)[C:2]1[CH:7]=[CH:6][CH:5]=[CH:4][CH:3]=1.[CH2:32](Cl)Cl.